Dataset: Full USPTO retrosynthesis dataset with 1.9M reactions from patents (1976-2016). Task: Predict the reactants needed to synthesize the given product. (1) Given the product [CH2:1]([N:8]1[CH2:14][CH:13]2[CH:15]([N:16]([CH3:46])[CH2:17][CH2:24][CH2:25][CH:26]([C:38]3[CH:39]=[CH:40][C:41]([C:44]#[N:45])=[CH:42][CH:43]=3)[O:27][C:28]3[CH:33]=[CH:32][C:31]([O:34][CH3:35])=[C:30]([O:36][CH3:37])[CH:29]=3)[CH:10]([CH2:11][CH2:12]2)[CH2:9]1)[C:2]1[CH:3]=[CH:4][CH:5]=[CH:6][CH:7]=1, predict the reactants needed to synthesize it. The reactants are: [CH2:1]([N:8]1[CH2:14][CH:13]2[CH:15]([NH:16][CH3:17])[CH:10]([CH2:11][CH2:12]2)[CH2:9]1)[C:2]1[CH:7]=[CH:6][CH:5]=[CH:4][CH:3]=1.CS(OC[CH2:24][CH2:25][CH:26]([C:38]1[CH:43]=[CH:42][C:41]([C:44]#[N:45])=[CH:40][CH:39]=1)[O:27][C:28]1[CH:33]=[CH:32][C:31]([O:34][CH3:35])=[C:30]([O:36][CH3:37])[CH:29]=1)(=O)=O.[C:46](=O)([O-])[O-].[K+].[K+]. (2) Given the product [CH3:16][N:17]([CH:19]=[N:11][C:9]([C:8]1[C:7]([O:12][CH3:13])=[N:6][CH:5]=[N:4][C:3]=1[O:2][CH3:1])=[O:10])[CH3:18], predict the reactants needed to synthesize it. The reactants are: [CH3:1][O:2][C:3]1[C:8]([C:9]([NH2:11])=[O:10])=[C:7]([O:12][CH3:13])[N:6]=[CH:5][N:4]=1.CO[CH:16](OC)[N:17]([CH3:19])[CH3:18].